Dataset: Full USPTO retrosynthesis dataset with 1.9M reactions from patents (1976-2016). Task: Predict the reactants needed to synthesize the given product. (1) The reactants are: Br[CH2:2][C:3](Cl)=[O:4].[NH2:6][C@@H:7]([CH2:10][O:11][CH2:12][C:13]1[CH:18]=[CH:17][CH:16]=[CH:15][CH:14]=1)[CH2:8][OH:9].[OH-].[Na+].C1(C)C=CC=CC=1.C1COCC1. Given the product [CH2:12]([O:11][CH2:10][C@@H:7]1[NH:6][C:3](=[O:4])[CH2:2][O:9][CH2:8]1)[C:13]1[CH:18]=[CH:17][CH:16]=[CH:15][CH:14]=1, predict the reactants needed to synthesize it. (2) The reactants are: [H-].[Na+].[OH:3][C:4]1([C:25]([O:27][CH3:28])=[O:26])[CH2:9][CH2:8][N:7]([C:10]2[CH2:24][C:13]3([CH2:16][N:15]([C:17]([O:19][C:20]([CH3:23])([CH3:22])[CH3:21])=[O:18])[CH2:14]3)[O:12][N:11]=2)[CH2:6][CH2:5]1.I[CH3:30].[Cl-].[NH4+]. Given the product [CH3:30][O:3][C:4]1([C:25]([O:27][CH3:28])=[O:26])[CH2:5][CH2:6][N:7]([C:10]2[CH2:24][C:13]3([CH2:16][N:15]([C:17]([O:19][C:20]([CH3:23])([CH3:22])[CH3:21])=[O:18])[CH2:14]3)[O:12][N:11]=2)[CH2:8][CH2:9]1, predict the reactants needed to synthesize it. (3) Given the product [C:18]1([C:12]2[CH:13]=[CH:14][CH:15]=[C:16]3[C:11]=2[C:10]([NH:24][CH2:25][C:26]2[CH:31]=[CH:30][CH:29]=[CH:28][N:27]=2)=[N:9][C:8]([C:4]2[CH:3]=[C:2]([NH:1][C:37]([NH2:36])=[O:38])[CH:7]=[N:6][CH:5]=2)=[CH:17]3)[CH:23]=[CH:22][CH:21]=[CH:20][CH:19]=1, predict the reactants needed to synthesize it. The reactants are: [NH2:1][C:2]1[CH:3]=[C:4]([C:8]2[N:9]=[C:10]([NH:24][CH2:25][C:26]3[CH:31]=[CH:30][CH:29]=[CH:28][N:27]=3)[C:11]3[C:16]([CH:17]=2)=[CH:15][CH:14]=[CH:13][C:12]=3[C:18]2[CH:23]=[CH:22][CH:21]=[CH:20][CH:19]=2)[CH:5]=[N:6][CH:7]=1.ClS([N:36]=[C:37]=[O:38])(=O)=O.Cl. (4) Given the product [NH2:1][C:4]1[CH:5]=[CH:6][C:7]([O:10][CH2:11][C:12]([F:15])([F:13])[F:14])=[N:8][CH:9]=1, predict the reactants needed to synthesize it. The reactants are: [N+:1]([C:4]1[CH:5]=[CH:6][C:7]([O:10][CH2:11][C:12]([F:15])([F:14])[F:13])=[N:8][CH:9]=1)([O-])=O. (5) Given the product [C:1]([O:5][C:6]([NH:8][C:9]1[CH:14]=[CH:13][CH:12]=[CH:11][C:10]=1[NH:15][C:16]([C:18]1[S:19][C:20]([C:26]2[CH:25]=[N:24][CH:29]=[CH:28][CH:27]=2)=[CH:21][CH:22]=1)=[O:17])=[O:7])([CH3:4])([CH3:3])[CH3:2], predict the reactants needed to synthesize it. The reactants are: [C:1]([O:5][C:6]([NH:8][C:9]1[CH:14]=[CH:13][CH:12]=[CH:11][C:10]=1[NH:15][C:16]([C:18]1[S:19][C:20](Br)=[CH:21][CH:22]=1)=[O:17])=[O:7])([CH3:4])([CH3:3])[CH3:2].[N:24]1[CH:29]=[CH:28][CH:27]=[C:26](B(O)O)[CH:25]=1.C(=O)([O-])O.[Na+]. (6) The reactants are: [Zn](CC)[CH2:2]C.C(O)(C(F)(F)F)=O.C(I)I.[C:16]([O:19][C@H:20]1[C@H:25]([O:26][C:27](=[O:29])[CH3:28])[C@@H:24]([O:30][C:31](=[O:33])[CH3:32])[C@H:23]([C:34]2[CH:39]=[CH:38][C:37]([Cl:40])=[C:36]([CH2:41][C:42]3[CH:47]=[CH:46][C:45]([C:48]([CH2:50][O:51][CH3:52])=[CH2:49])=[CH:44][CH:43]=3)[CH:35]=2)[O:22][C@@H:21]1[CH2:53][O:54][C:55](=[O:57])[CH3:56])(=[O:18])[CH3:17]. Given the product [C:16]([O:19][C@H:20]1[C@H:25]([O:26][C:27](=[O:29])[CH3:28])[C@@H:24]([O:30][C:31](=[O:33])[CH3:32])[C@H:23]([C:34]2[CH:39]=[CH:38][C:37]([Cl:40])=[C:36]([CH2:41][C:42]3[CH:43]=[CH:44][C:45]([C:48]4([CH2:50][O:51][CH3:52])[CH2:2][CH2:49]4)=[CH:46][CH:47]=3)[CH:35]=2)[O:22][C@@H:21]1[CH2:53][O:54][C:55](=[O:57])[CH3:56])(=[O:18])[CH3:17], predict the reactants needed to synthesize it. (7) Given the product [CH3:2][O:3][C:4](=[O:10])[C@H:5]([C@@H:7]([CH3:9])[OH:8])[NH:6][C:18](=[O:25])[C:19]1[CH:24]=[CH:23][CH:22]=[CH:21][CH:20]=1, predict the reactants needed to synthesize it. The reactants are: Cl.[CH3:2][O:3][C:4](=[O:10])[C@H:5]([C@@H:7]([CH3:9])[OH:8])[NH2:6].C(N(CC)CC)C.[C:18](Cl)(=[O:25])[C:19]1[CH:24]=[CH:23][CH:22]=[CH:21][CH:20]=1.